Dataset: Reaction yield outcomes from USPTO patents with 853,638 reactions. Task: Predict the reaction yield, written as a fraction of the theoretical maximum amount of product (1.0 means a 100% yield; for example, 0.34 means a 34% yield). (1) The reactants are [Cl:1][C:2]1[CH:3]=[C:4]([C:8](=[O:13])[CH2:9][C:10](=[O:12])[CH3:11])[CH:5]=[CH:6][CH:7]=1.[N:14]([O-])=[O:15].[Na+].C(=O)(O)[O-].[Na+]. The catalyst is C(O)(=O)C.O. The product is [Cl:1][C:2]1[CH:3]=[C:4]([C:8](=[O:13])[C:9](=[N:14][OH:15])[C:10](=[O:12])[CH3:11])[CH:5]=[CH:6][CH:7]=1. The yield is 0.890. (2) The reactants are [F:1][C:2]1[CH:10]=[C:9]([OH:11])[CH:8]=[CH:7][C:3]=1[C:4]([OH:6])=[O:5].[C:12](OC(=O)C)(=[O:14])[CH3:13]. The catalyst is N1C=CC=CC=1.CN(C1C=CN=CC=1)C. The product is [F:1][C:2]1[CH:10]=[C:9]([O:11][C:12](=[O:14])[CH3:13])[CH:8]=[CH:7][C:3]=1[C:4]([OH:6])=[O:5]. The yield is 0.570. (3) The reactants are [NH:1]1[C:9]2[C:4](=[CH:5][C:6]([C:10]3([C:13]([O:15]C)=[O:14])[CH2:12][CH2:11]3)=[CH:7][CH:8]=2)[CH:3]=[CH:2]1.[Li+].[OH-].Cl. The catalyst is CO.O. The product is [NH:1]1[C:9]2[C:4](=[CH:5][C:6]([C:10]3([C:13]([OH:15])=[O:14])[CH2:12][CH2:11]3)=[CH:7][CH:8]=2)[CH:3]=[CH:2]1. The yield is 0.870.